From a dataset of Peptide-MHC class I binding affinity with 185,985 pairs from IEDB/IMGT. Regression. Given a peptide amino acid sequence and an MHC pseudo amino acid sequence, predict their binding affinity value. This is MHC class I binding data. (1) The peptide sequence is GADINLMPI. The MHC is HLA-A02:01 with pseudo-sequence HLA-A02:01. The binding affinity (normalized) is 0.133. (2) The peptide sequence is EVEDYGFGIF. The MHC is HLA-A26:01 with pseudo-sequence HLA-A26:01. The binding affinity (normalized) is 0.317. (3) The peptide sequence is EISSNDNAKI. The MHC is HLA-A02:06 with pseudo-sequence HLA-A02:06. The binding affinity (normalized) is 0.530. (4) The peptide sequence is RVDFCGKGY. The MHC is HLA-B58:01 with pseudo-sequence HLA-B58:01. The binding affinity (normalized) is 0.0847. (5) The binding affinity (normalized) is 0. The peptide sequence is KKTFDHTLMS. The MHC is H-2-Db with pseudo-sequence H-2-Db. (6) The peptide sequence is TLPGCLIIL. The MHC is HLA-B15:01 with pseudo-sequence HLA-B15:01. The binding affinity (normalized) is 0.0847. (7) The peptide sequence is FPIGKLTLL. The MHC is HLA-B07:02 with pseudo-sequence HLA-B07:02. The binding affinity (normalized) is 0.787. (8) The peptide sequence is YLMDEEVPA. The MHC is HLA-A02:01 with pseudo-sequence HLA-A02:01. The binding affinity (normalized) is 0.765. (9) The peptide sequence is QIIEQLIKK. The MHC is HLA-B44:03 with pseudo-sequence HLA-B44:03. The binding affinity (normalized) is 0.